This data is from Experimentally validated miRNA-target interactions with 360,000+ pairs, plus equal number of negative samples. The task is: Binary Classification. Given a miRNA mature sequence and a target amino acid sequence, predict their likelihood of interaction. (1) The miRNA is hsa-miR-635 with sequence ACUUGGGCACUGAAACAAUGUCC. The protein sequence of the target gene is MPVPPPPAPPPPPTFALANTEKPTLNKTEQAGRNALLSDISKGKKLKKTVTNDRSAPILDKPKGAGAGGGGGGFGGGGGFGGGGGGGGGGSFGGGGPPGLGGLFQAGMPKLRSTANRDNDSGGSRPPLLPPGGRSTSAKPFSPPSGPGRFPVPSPGHRSGPPEPQRNRMPPPRPDVGSKPDSIPPPVPSTPRPIQSSPHNRGSPPVPGGPRQPSPGPTPPPFPGNRGTALGGGSIRQSPLSSSSPFSNRPPLPPTPSRALDDKPPPPPPPVGNRPSIHREAVPPPPPQNNKPPVPSTPRP.... Result: 0 (no interaction). (2) The miRNA is hsa-miR-191-3p with sequence GCUGCGCUUGGAUUUCGUCCCC. The protein sequence of the target gene is MSTKPDMIQKCLWLEILMGIFIAGTLSLDCNLLNVHLRRVTWQNLRHLSSMSNSFPVECLRENIAFELPQEFLQYTQPMKRDIKKAFYEMSLQAFNIFSQHTFKYWKERHLKQIQIGLDQQAEYLNQCLEEDKNENEDMKEMKENEMKPSEARVPQLSSLELRRYFHRIDNFLKEKKYSDCAWEIVRVEIRRCLYYFYKFTALFRRK. Result: 1 (interaction). (3) The miRNA is hsa-miR-4746-3p with sequence AGCGGUGCUCCUGCGGGCCGA. The protein sequence of the target gene is MEKLLWCLLIMISFSRTFGHEDMFKKAFVFPKESDTSYVSLEAESKKPLNTFTVCLHFYTALSTVRSFSVFSYATKKNSNDILIFWNKDKQYTFGVGGAEVRFMVSEIPEAPTHICASWESATGIVEFWIDGKPKVRKSLHKGYTVGPDASIILGQEQDSYGGDFDAKQSLVGDIGDVNMWDFVLSPEQISTVYVGGTLSPNVLNWRALNYKAQGDVFIKPQLWS. Result: 0 (no interaction). (4) The miRNA is hsa-miR-3652 with sequence CGGCUGGAGGUGUGAGGA. The protein sequence of the target gene is MNMFKEAVTFKDVAVAFTEEELGLLGPAQRKLYRDVMVENFRNLLSVGHPPFKQDVSPIERNEQLWIMTTATRRQGNLGEKNQSKLITVQDRESEEELSCWQIWQQIANDLTRCQDSMINNSQCHKQGDFPYQVGTELSIQISEDENYIVNKADGPNNTGNPEFPILRTQDSWRKTFLTESQRLNRDQQISIKNKLCQCKKGVDPIGWISHHDGHRVHKSEKSYRPNDYEKDNMKILTFDHNSMIHTGQKSYQCNECKKPFSDLSSFDLHQQLQSGEKSLTCVERGKGFCYSPVLPVHQK.... Result: 1 (interaction).